From a dataset of Forward reaction prediction with 1.9M reactions from USPTO patents (1976-2016). Predict the product of the given reaction. (1) Given the reactants Br[C:2]1[CH:7]=[CH:6][C:5]([C:8](=[C:16]2[CH2:23][CH2:22]CC[CH2:19][CH2:18][CH2:17]2)[C:9]2[CH:14]=[CH:13][C:12]([OH:15])=[CH:11][CH:10]=2)=[CH:4][CH:3]=1.[CH:24](N(CC)C(C)C)(C)C.[CH2:33](O)[CH2:34][CH2:35][C:36]#C.[NH4+].[Cl-].CN([CH:44]=[O:45])C, predict the reaction product. The product is: [C:16]1(=[C:8]([C:5]2[CH:6]=[CH:7][C:2]([C:33]#[C:34][CH2:35][CH2:36][CH2:44][OH:45])=[CH:3][CH:4]=2)[C:9]2[CH:14]=[CH:13][C:12]([OH:15])=[CH:11][CH:10]=2)[CH2:23][CH2:22][CH2:24][CH2:19][CH2:18][CH2:17]1. (2) Given the reactants [Cl:1][C:2]1[CH:3]=[C:4]([C:12]2[N:16]=[C:15]([C:17]3[CH:22]=[CH:21][C:20]([C:23]([NH:26][CH2:27][CH2:28][C:29]([OH:31])=[O:30])([CH3:25])[CH3:24])=[CH:19][CH:18]=3)[O:14][N:13]=2)[CH:5]=[CH:6][C:7]=1[O:8][CH:9]([CH3:11])[CH3:10], predict the reaction product. The product is: [CH2:7]([OH:8])[CH3:2].[Cl:1][C:2]1[CH:3]=[C:4]([C:12]2[N:16]=[C:15]([C:17]3[CH:22]=[CH:21][C:20]([C:23]([NH:26][CH2:27][CH2:28][C:29]([OH:31])=[O:30])([CH3:25])[CH3:24])=[CH:19][CH:18]=3)[O:14][N:13]=2)[CH:5]=[CH:6][C:7]=1[O:8][CH:9]([CH3:11])[CH3:10]. (3) Given the reactants [Cl:1][C:2]1[CH:3]=[C:4]2[C:9](=[CH:10][CH:11]=1)[NH:8][C:7](=[O:12])[N:6]([CH2:13][C:14]([F:17])([F:16])[F:15])[C:5]2([C:19]1[CH:24]=[CH:23][C:22]([F:25])=[CH:21][CH:20]=1)O.C(N(CC)CC)C.S(Cl)(Cl)=O.[CH2:37]([Mg]Br)[CH:38]=[CH2:39].C(O)(=O)CC(CC(O)=O)(C(O)=O)O, predict the reaction product. The product is: [CH2:39]([C:5]1([C:19]2[CH:24]=[CH:23][C:22]([F:25])=[CH:21][CH:20]=2)[C:4]2[C:9](=[CH:10][CH:11]=[C:2]([Cl:1])[CH:3]=2)[NH:8][C:7](=[O:12])[N:6]1[CH2:13][C:14]([F:17])([F:16])[F:15])[CH:38]=[CH2:37].